The task is: Predict the reactants needed to synthesize the given product.. This data is from Full USPTO retrosynthesis dataset with 1.9M reactions from patents (1976-2016). (1) Given the product [NH3:21].[NH2:75][CH2:76][CH2:77][C:78]1[CH:83]=[CH:82][C:81]([O:17][CH2:16][CH2:15][C:12]2[CH:13]=[CH:14][C:9]([O:8][CH2:1][C:2]3[CH:3]=[CH:4][CH:5]=[CH:6][CH:7]=3)=[C:10]([C@@H:18]([C:28]3[CH:29]=[CH:30][CH:31]=[CH:32][CH:33]=3)[CH2:19][CH2:20][N:21]([CH:25]([CH3:26])[CH3:27])[CH:22]([CH3:23])[CH3:24])[CH:11]=2)=[CH:80][CH:79]=1, predict the reactants needed to synthesize it. The reactants are: [CH2:1]([O:8][C:9]1[CH:14]=[CH:13][C:12]([CH2:15][CH2:16][OH:17])=[CH:11][C:10]=1[C@@H:18]([C:28]1[CH:33]=[CH:32][CH:31]=[CH:30][CH:29]=1)[CH2:19][CH2:20][N:21]([CH:25]([CH3:27])[CH3:26])[CH:22]([CH3:24])[CH3:23])[C:2]1[CH:7]=[CH:6][CH:5]=[CH:4][CH:3]=1.C1(P(C2C=CC=CC=2)C2C=CC=CC=2)C=CC=CC=1.N(/C(OC(C)(C)C)=O)=N\C(OC(C)(C)C)=O.C(OC(=O)[NH:75][CH2:76][CH2:77][C:78]1[CH:83]=[CH:82][C:81](O)=[CH:80][CH:79]=1)(C)(C)C.Cl. (2) Given the product [CH3:16][NH:17][O:18][S:19]([C:22]1[CH:23]=[C:24]([CH:27]=[C:28]([C:30]([CH3:32])=[CH2:31])[CH:29]=1)[C:25]#[N:26])(=[O:21])=[O:20].[CH:30]([C:28]1[CH:27]=[C:24]([CH:23]=[C:22]([S:19]([O:18][NH:17][CH3:16])(=[O:21])=[O:20])[CH:29]=1)[C:25]#[N:26])([CH3:32])[CH3:31], predict the reactants needed to synthesize it. The reactants are: BrC1C=C(C=C(S(ONC)(=O)=O)C=1)C#N.[CH3:16][NH:17][O:18][S:19]([C:22]1[CH:23]=[C:24]([CH:27]=[C:28]([C:30]([CH3:32])=[CH2:31])[CH:29]=1)[C:25]#[N:26])(=[O:21])=[O:20].C(CC(N)=O)(C)=C. (3) Given the product [I:26][C:7]1[CH:6]=[C:5]2[C:10](=[CH:9][C:8]=1[CH2:11][CH2:12][NH:13][C:14](=[O:20])[O:15][C:16]([CH3:17])([CH3:19])[CH3:18])[NH:1][CH2:2][CH2:3][CH2:4]2, predict the reactants needed to synthesize it. The reactants are: [NH:1]1[C:10]2[C:5](=[CH:6][CH:7]=[C:8]([CH2:11][CH2:12][NH:13][C:14](=[O:20])[O:15][C:16]([CH3:19])([CH3:18])[CH3:17])[CH:9]=2)[CH2:4][CH2:3][CH2:2]1.C(=O)([O-])[O-].[Ca+2].[I:26](Cl)(=O)=O.I(Cl)(=O)=O.C([N+](C)(C)C)C1C=CC=CC=1. (4) Given the product [Cl:1][C:2]1[C:7]([NH:8][C:9](=[O:19])[CH:10]([OH:18])[C:11]2[CH:16]=[CH:15][C:14]([Cl:17])=[CH:13][CH:12]=2)=[CH:6][CH:5]=[CH:4][N:3]=1, predict the reactants needed to synthesize it. The reactants are: [Cl:1][C:2]1[C:7]([NH:8][C:9](=[O:19])[C:10](=[O:18])[C:11]2[CH:16]=[CH:15][C:14]([Cl:17])=[CH:13][CH:12]=2)=[CH:6][CH:5]=[CH:4][N:3]=1.[BH4-].[Na+].[Cl-].[NH4+]. (5) Given the product [F:1][C:2]1[CH:26]=[CH:25][C:5]2[N:6]([CH2:19][C:20]([OH:22])=[O:21])[C:7](=[N:9][C:10](=[O:18])[C:11]3[CH:12]=[CH:13][C:14]([CH3:17])=[CH:15][CH:16]=3)[S:8][C:4]=2[C:3]=1[F:27], predict the reactants needed to synthesize it. The reactants are: [F:1][C:2]1[CH:26]=[CH:25][C:5]2[N:6]([CH2:19][C:20]([O:22]CC)=[O:21])[C:7](=[N:9][C:10](=[O:18])[C:11]3[CH:16]=[CH:15][C:14]([CH3:17])=[CH:13][CH:12]=3)[S:8][C:4]=2[C:3]=1[F:27].[OH-].[Na+].Cl. (6) Given the product [Cl:1][C:2]1[CH:3]=[CH:4][C:5]([C:8]2[C:17](=[O:18])[C:16]3[C:11](=[C:12]([I:23])[C:13]([OH:19])=[CH:14][CH:15]=3)[O:10][C:9]=2[CH:20]([CH3:22])[CH3:21])=[CH:6][CH:7]=1, predict the reactants needed to synthesize it. The reactants are: [Cl:1][C:2]1[CH:7]=[CH:6][C:5]([C:8]2[C:17](=[O:18])[C:16]3[C:11](=[CH:12][C:13]([OH:19])=[CH:14][CH:15]=3)[O:10][C:9]=2[CH:20]([CH3:22])[CH3:21])=[CH:4][CH:3]=1.[I:23]N1C(=O)CCC1=O. (7) Given the product [OH:1][C:2]1[C:7]([O:8][CH3:9])=[C:6]([C:10]([OH:12])=[O:11])[C:5]([CH3:15])=[C:4]([CH3:16])[C:3]=1[C:17](=[O:35])[CH:18]=[CH:19][C:20]1[CH:25]=[CH:24][C:23]([Cl:36])=[CH:22][CH:21]=1, predict the reactants needed to synthesize it. The reactants are: [OH:1][C:2]1[C:7]([O:8][CH3:9])=[C:6]([C:10]([O:12]CC)=[O:11])[C:5]([CH3:15])=[C:4]([CH3:16])[C:3]=1[C:17](=[O:35])[CH:18]=[CH:19][C:20]1[CH:25]=[C:24](C(C)(C)C)[C:23](O)=[C:22](C(C)(C)C)[CH:21]=1.[Cl:36]C1C=CC(C=O)=CC=1.